This data is from Forward reaction prediction with 1.9M reactions from USPTO patents (1976-2016). The task is: Predict the product of the given reaction. (1) Given the reactants [CH3:1][C:2]1([CH3:20])[C:10]2[C:5](=[CH:6][CH:7]=[C:8](OS(C(F)(F)F)(=O)=O)[CH:9]=2)[C:4](=[O:19])[CH2:3]1.[C:21]([C:24]1[CH:29]=[CH:28][C:27](B(O)O)=[CH:26][CH:25]=1)(=[O:23])[CH3:22], predict the reaction product. The product is: [C:21]([C:24]1[CH:29]=[CH:28][C:27]([C:8]2[CH:9]=[C:10]3[C:5](=[CH:6][CH:7]=2)[C:4](=[O:19])[CH2:3][C:2]3([CH3:20])[CH3:1])=[CH:26][CH:25]=1)(=[O:23])[CH3:22]. (2) Given the reactants [Cl:1][C:2]1[N:7]=C2N[C:9](=O)[CH2:10][C:5]2=[CH:4][CH:3]=1.[H-].[Na+].I[CH3:15].O.[CH3:17][N:18]([CH:20]=[O:21])[CH3:19], predict the reaction product. The product is: [Cl:1][C:2]1[N:7]=[C:17]2[N:18]([CH3:19])[C:20](=[O:21])[C:10]([CH3:9])([CH3:15])[C:5]2=[CH:4][CH:3]=1. (3) Given the reactants [CH2:1]([NH:3][C:4]([NH:6][C:7]1[CH:12]=[CH:11][C:10]([C:13]2[N:14]=[C:15]([N:23]3[CH2:28][CH2:27][O:26][CH2:25][C@@H:24]3[CH3:29])[C:16]3[CH2:22][CH2:21][NH:20][CH2:19][C:17]=3[N:18]=2)=[CH:9][CH:8]=1)=[O:5])[CH3:2].[O:30]1[CH2:33][C:32](=O)[CH2:31]1.C(O[BH-](OC(=O)C)OC(=O)C)(=O)C.[Na+].ClCCCl, predict the reaction product. The product is: [CH2:1]([NH:3][C:4]([NH:6][C:7]1[CH:8]=[CH:9][C:10]([C:13]2[N:14]=[C:15]([N:23]3[CH2:28][CH2:27][O:26][CH2:25][C@@H:24]3[CH3:29])[C:16]3[CH2:22][CH2:21][N:20]([CH:32]4[CH2:33][O:30][CH2:31]4)[CH2:19][C:17]=3[N:18]=2)=[CH:11][CH:12]=1)=[O:5])[CH3:2].